From a dataset of Catalyst prediction with 721,799 reactions and 888 catalyst types from USPTO. Predict which catalyst facilitates the given reaction. (1) Reactant: [C:1]([O:5][C:6]([NH:8][C@@H:9]([CH3:26])[CH2:10][N:11]([CH2:22][C@H:23]([OH:25])[CH3:24])[C:12](=[O:21])[O:13][CH2:14][C:15]1[CH:20]=[CH:19][CH:18]=[CH:17][CH:16]=1)=[O:7])([CH3:4])([CH3:3])[CH3:2].C(N(C(C)C)CC)(C)C.CN(C1C=CC=CN=1)C.[CH3:45][S:46](Cl)(=[O:48])=[O:47]. Product: [CH3:45][S:46]([O:25][C@H:23]([CH3:24])[CH2:22][N:11]([C:12]([O:13][CH2:14][C:15]1[CH:20]=[CH:19][CH:18]=[CH:17][CH:16]=1)=[O:21])[CH2:10][C@@H:9]([NH:8][C:6]([O:5][C:1]([CH3:4])([CH3:3])[CH3:2])=[O:7])[CH3:26])(=[O:48])=[O:47]. The catalyst class is: 4. (2) Reactant: C1(P(C2C=CC=CC=2)C2C=CC=CC=2)C=CC=CC=1.COC(C1CC2C(=CC=CC=2)CN1[C:34](=[O:54])[C:35]1[CH:40]=[C:39]([O:41][CH3:42])[C:38]([O:43][CH2:44][C:45]2[CH:50]=[CH:49][CH:48]=[CH:47][CH:46]=2)=[CH:37][C:36]=1[N+:51]([O-:53])=[O:52])=O.C(=C1CN2C(=O)C3C=C(OC)C(OCCCO)=CC=3N(COCC[Si](C)(C)C)C(=[O:66])C2C1)C. Product: [CH2:44]([O:43][C:38]1[C:39]([O:41][CH3:42])=[CH:40][C:35]([C:34]([OH:54])=[O:66])=[C:36]([N+:51]([O-:53])=[O:52])[CH:37]=1)[C:45]1[CH:46]=[CH:47][CH:48]=[CH:49][CH:50]=1. The catalyst class is: 1. (3) Reactant: C[C:2]1[CH:7]=[C:6](C(F)(F)F)[CH:5]=[CH:4][C:3]=1C1C=CC=C2C=1C=CC=[C:17]2[CH2:22][OH:23].C1C=CC(P(C2C=CC=CC=2)C2C=CC=CC=2)=CC=1.[C:43]([O:47]C(NC(NC(OC(C)(C)C)=O)=N)=O)(C)(C)[CH3:44].CC(OC(/N=N/C(OC(C)C)=O)=O)C. Product: [CH3:44][CH2:43][O:47][C:22]([CH3:17])=[O:23].[CH3:6][CH2:7][CH2:2][CH2:3][CH2:4][CH3:5]. The catalyst class is: 93. (4) Reactant: [C:1]([O:5][C:6](=[O:33])[N:7]([C@@H:21]([C:23]1[C:32]2[C:27](=[CH:28][CH:29]=[CH:30][CH:31]=2)[CH:26]=[CH:25][CH:24]=1)[CH3:22])[CH2:8][CH:9]1[CH:14]([C:15]2[CH:20]=[CH:19][CH:18]=[CH:17][CH:16]=2)[CH2:13][CH2:12][NH:11][CH2:10]1)([CH3:4])([CH3:3])[CH3:2].[F:34][C:35]1[CH:36]=[C:37]([CH:42]=[C:43]([F:46])[C:44]=1F)[C:38]([O:40][CH3:41])=[O:39].C(=O)([O-])[O-].[K+].[K+].CS(C)=O. Product: [C:1]([O:5][C:6]([N:7]([CH2:8][CH:9]1[CH:14]([C:15]2[CH:16]=[CH:17][CH:18]=[CH:19][CH:20]=2)[CH2:13][CH2:12][N:11]([C:44]2[C:43]([F:46])=[CH:42][C:37]([C:38]([O:40][CH3:41])=[O:39])=[CH:36][C:35]=2[F:34])[CH2:10]1)[C@@H:21]([C:23]1[C:32]2[C:27](=[CH:28][CH:29]=[CH:30][CH:31]=2)[CH:26]=[CH:25][CH:24]=1)[CH3:22])=[O:33])([CH3:2])([CH3:3])[CH3:4]. The catalyst class is: 6.